Dataset: Catalyst prediction with 721,799 reactions and 888 catalyst types from USPTO. Task: Predict which catalyst facilitates the given reaction. (1) Reactant: [F:1][C:2]1[CH:7]=[C:6]([CH:8]2[CH2:12][CH2:11][CH2:10][NH:9]2)[CH:5]=[CH:4][C:3]=1[C:13]1[NH:17][C:16]2[CH:18]=[CH:19][CH:20]=[C:21]([C:22]([NH2:24])=[O:23])[C:15]=2[N:14]=1.C(N(CC)CC)C.[CH3:32][C:33]([CH3:35])=O.C([BH3-])#N.[Na+]. Product: [F:1][C:2]1[CH:7]=[C:6]([CH:8]2[CH2:12][CH2:11][CH2:10][N:9]2[CH:33]([CH3:35])[CH3:32])[CH:5]=[CH:4][C:3]=1[C:13]1[NH:17][C:16]2[CH:18]=[CH:19][CH:20]=[C:21]([C:22]([NH2:24])=[O:23])[C:15]=2[N:14]=1. The catalyst class is: 5. (2) Reactant: [CH2:1]([N:8]1[C:16]2[C:11](=[CH:12][C:13]([N:17]3[C:21]([CH3:22])=[CH:20][CH:19]=[C:18]3[CH3:23])=[CH:14][CH:15]=2)[C:10]([C:24]2[CH:29]=[CH:28][CH:27]=[CH:26][CH:25]=2)=[C:9]1[C:30](O)=[O:31])[C:2]1[CH:7]=[CH:6][CH:5]=[CH:4][CH:3]=1.Cl.C([O:36][C:37](=[O:44])[C@H:38]([CH2:40][CH:41]([CH3:43])[CH3:42])[NH2:39])C. Product: [CH2:1]([N:8]1[C:16]2[C:11](=[CH:12][C:13]([N:17]3[C:21]([CH3:22])=[CH:20][CH:19]=[C:18]3[CH3:23])=[CH:14][CH:15]=2)[C:10]([C:24]2[CH:29]=[CH:28][CH:27]=[CH:26][CH:25]=2)=[C:9]1[C:30]([NH:39][C@H:38]([C:37]([OH:44])=[O:36])[CH2:40][CH:41]([CH3:43])[CH3:42])=[O:31])[C:2]1[CH:7]=[CH:6][CH:5]=[CH:4][CH:3]=1. The catalyst class is: 6. (3) Reactant: [NH2:1][CH2:2][CH2:3][CH:4]1[CH2:9][CH2:8][N:7]([CH2:10][C:11]2[CH:16]=[CH:15][CH:14]=[CH:13][CH:12]=2)[CH2:6][CH2:5]1.[Cl:17][C:18]1[C:23]([N+:24]([O-:26])=[O:25])=[C:22](Cl)[C:21]([CH3:28])=[C:20]([CH3:29])[N:19]=1.C(N(CC)CC)C. Product: [CH2:10]([N:7]1[CH2:6][CH2:5][CH:4]([CH2:3][CH2:2][NH:1][C:22]2[C:21]([CH3:28])=[C:20]([CH3:29])[N:19]=[C:18]([Cl:17])[C:23]=2[N+:24]([O-:26])=[O:25])[CH2:9][CH2:8]1)[C:11]1[CH:12]=[CH:13][CH:14]=[CH:15][CH:16]=1. The catalyst class is: 9. (4) Reactant: [NH2:1][C@@H:2]([CH2:6][CH3:7])[C:3]([NH2:5])=[O:4].Cl.N.C(O)(C)C.O[C:15]1[O:19][C:18](=O)[CH2:17][C:16]=1[CH2:21][CH2:22][CH3:23]. Product: [O:19]=[C:18]1[CH2:17][C@@H:16]([CH2:21][CH2:22][CH3:23])[CH2:15][N:1]1[C@@H:2]([CH2:6][CH3:7])[C:3]([NH2:5])=[O:4]. The catalyst class is: 32. (5) Reactant: [CH3:1][O:2][C:3]1[CH:8]=[C:7](/[CH:9]=[CH:10]/[C:11]([O:13][CH3:14])=[O:12])[CH:6]=[C:5]([O:15][CH3:16])[N:4]=1. Product: [CH3:1][O:2][C:3]1[CH:8]=[C:7]([CH2:9][CH2:10][C:11]([O:13][CH3:14])=[O:12])[CH:6]=[C:5]([O:15][CH3:16])[N:4]=1. The catalyst class is: 29. (6) Reactant: [C:1]([NH:18][C@H:19]([C:27]([OH:29])=O)[CH2:20][C:21]1[CH:26]=[CH:25][CH:24]=[CH:23][CH:22]=1)([O:3][CH2:4][CH:5]1[C:17]2[C:12](=[CH:13][CH:14]=[CH:15][CH:16]=2)[C:11]2[C:6]1=[CH:7][CH:8]=[CH:9][CH:10]=2)=[O:2].N1C=CC=CC=1.N1C(F)=NC(F)=NC=1[F:38]. Product: [C:1]([NH:18][C@H:19]([C:27]([F:38])=[O:29])[CH2:20][C:21]1[CH:26]=[CH:25][CH:24]=[CH:23][CH:22]=1)([O:3][CH2:4][CH:5]1[C:17]2[C:12](=[CH:13][CH:14]=[CH:15][CH:16]=2)[C:11]2[C:6]1=[CH:7][CH:8]=[CH:9][CH:10]=2)=[O:2]. The catalyst class is: 4. (7) Reactant: Cl[C:2]1[N:7]=[C:6]([N:8]([CH3:25])[CH:9]2[C:13]3([CH2:17][CH2:16][CH2:15][CH2:14]3)[CH2:12][N:11]([C:18]([O:20][C:21]([CH3:24])([CH3:23])[CH3:22])=[O:19])[CH2:10]2)[CH:5]=[CH:4][N:3]=1.Cl.[CH3:27][N:28]1[CH:32]=[C:31]([NH2:33])[CH:30]=[N:29]1.CCN(C(C)C)C(C)C. Product: [CH3:25][N:8]([C:6]1[CH:5]=[CH:4][N:3]=[C:2]([NH:33][C:31]2[CH:30]=[N:29][N:28]([CH3:27])[CH:32]=2)[N:7]=1)[CH:9]1[C:13]2([CH2:17][CH2:16][CH2:15][CH2:14]2)[CH2:12][N:11]([C:18]([O:20][C:21]([CH3:24])([CH3:23])[CH3:22])=[O:19])[CH2:10]1. The catalyst class is: 114. (8) Reactant: [H-].[Na+].[C:3]([C:5]1[CH:10]=[CH:9][C:8]([N:11]2[C@H:16]([CH3:17])[CH2:15][N:14]([C:18]([NH:20][C:21]3[CH:26]=[CH:25][C:24]([F:27])=[CH:23][CH:22]=3)=[O:19])[C@@H:13]([CH3:28])[CH2:12]2)=[CH:7][C:6]=1[C:29]([F:32])([F:31])[F:30])#[N:4].[CH3:33]I.O. Product: [C:3]([C:5]1[CH:10]=[CH:9][C:8]([N:11]2[C@H:16]([CH3:17])[CH2:15][N:14]([C:18]([N:20]([CH3:33])[C:21]3[CH:26]=[CH:25][C:24]([F:27])=[CH:23][CH:22]=3)=[O:19])[C@@H:13]([CH3:28])[CH2:12]2)=[CH:7][C:6]=1[C:29]([F:31])([F:32])[F:30])#[N:4]. The catalyst class is: 3. (9) Reactant: [CH3:1][O:2][C:3](OC)(OC)[CH2:4]OC.[N:11]1[C:12]([C:20]([NH:22][NH2:23])=[O:21])=[CH:13][N:14]2[CH:19]=[CH:18][CH:17]=[CH:16][C:15]=12. The catalyst class is: 9. Product: [NH3:11].[CH3:1][O:2][CH2:3][C:4]1[O:21][C:20]([C:12]2[N:11]=[C:15]3[CH:16]=[CH:17][CH:18]=[CH:19][N:14]3[CH:13]=2)=[N:22][N:23]=1.